Dataset: Experimental lipophilicity measurements (octanol/water distribution) for 4,200 compounds from AstraZeneca. Task: Regression/Classification. Given a drug SMILES string, predict its absorption, distribution, metabolism, or excretion properties. Task type varies by dataset: regression for continuous measurements (e.g., permeability, clearance, half-life) or binary classification for categorical outcomes (e.g., BBB penetration, CYP inhibition). For this dataset (lipophilicity_astrazeneca), we predict Y. The drug is CC(=O)Nc1ccc2c(c1)c(-c1cc(NC3CC3)n3ncc(C#N)c3n1)cn2CCO. The Y is 2.71 logD.